The task is: Predict the product of the given reaction.. This data is from Forward reaction prediction with 1.9M reactions from USPTO patents (1976-2016). The product is: [F:17][CH2:16][CH2:15][C:3]([O:2][CH3:1])([C:4]([O:6][CH3:7])=[O:5])[C:8]([O:10][CH3:11])=[O:9]. Given the reactants [CH3:1][O:2][CH:3]([C:8]([O:10][CH3:11])=[O:9])[C:4]([O:6][CH3:7])=[O:5].[H-].[Na+].Br[CH2:15][CH2:16][F:17].[I-].[Na+], predict the reaction product.